This data is from Catalyst prediction with 721,799 reactions and 888 catalyst types from USPTO. The task is: Predict which catalyst facilitates the given reaction. (1) Reactant: C(N(C(C)C)CC)(C)C.[C:10]([N:13]1[CH2:18][CH2:17][N:16]([C:19]2[CH:24]=[CH:23][N:22]=[C:21]([NH:25][C:26]3[S:27][C:28]([C:31]4[CH:32]=[N:33][CH:34]=[C:35]([CH:39]=4)[C:36](O)=[O:37])=[CH:29][N:30]=3)[CH:20]=2)[CH2:15][CH2:14]1)(=[O:12])[CH3:11].[NH2:40][CH2:41][CH2:42][NH:43][C:44](=[O:50])[O:45][C:46]([CH3:49])([CH3:48])[CH3:47].C(O)(C(F)(F)F)=O. Product: [C:46]([O:45][C:44](=[O:50])[NH:43][CH2:42][CH2:41][NH:40][C:36]([C:35]1[CH:34]=[N:33][CH:32]=[C:31]([C:28]2[S:27][C:26]([NH:25][C:21]3[CH:20]=[C:19]([N:16]4[CH2:17][CH2:18][N:13]([C:10](=[O:12])[CH3:11])[CH2:14][CH2:15]4)[CH:24]=[CH:23][N:22]=3)=[N:30][CH:29]=2)[CH:39]=1)=[O:37])([CH3:47])([CH3:49])[CH3:48]. The catalyst class is: 3. (2) Reactant: [H-].[Na+].[Cl:3][C:4]1[CH:5]=[C:6]([CH2:11][C:12]#[N:13])[CH:7]=[CH:8][C:9]=1[Cl:10].Br[CH2:15][CH2:16][O:17][CH:18]1[CH2:23][CH2:22][CH2:21][CH2:20][O:19]1. Product: [C:12]([CH:11]([C:6]1[CH:7]=[CH:8][C:9]([Cl:10])=[C:4]([Cl:3])[CH:5]=1)[CH2:15][CH2:16][O:17][CH:18]1[CH2:23][CH2:22][CH2:21][CH2:20][O:19]1)#[N:13]. The catalyst class is: 1.